The task is: Predict the product of the given reaction.. This data is from Forward reaction prediction with 1.9M reactions from USPTO patents (1976-2016). (1) Given the reactants F[P-](F)(F)(F)(F)F.[C:8]1([I+:14][C:15]2[CH:20]=[CH:19][CH:18]=[CH:17][CH:16]=2)[CH:13]=[CH:12][CH:11]=[CH:10][CH:9]=1.[F:21][B-:22]([F:25])([F:24])[F:23].[H+].P(O)(O)O.[Cl-].C1([I+]C2C=CC=CC=2)C=CC=CC=1, predict the reaction product. The product is: [F:21][B-:22]([F:25])([F:24])[F:23].[C:15]1([I+:14][C:8]2[CH:9]=[CH:10][CH:11]=[CH:12][CH:13]=2)[CH:16]=[CH:17][CH:18]=[CH:19][CH:20]=1. (2) Given the reactants [C:1]([N:4]1[CH2:10][C:9]2[CH:11]=[C:12](/[CH:15]=[CH:16]/[C:17]([N:19]([CH3:31])[CH2:20][C:21]3[O:22][C:23]4[CH:30]=[CH:29][CH:28]=[CH:27][C:24]=4[C:25]=3[CH3:26])=[O:18])[CH:13]=[N:14][C:8]=2[NH:7][CH2:6][CH2:5]1)(=[O:3])[CH3:2].[ClH:32], predict the reaction product. The product is: [ClH:32].[C:1]([N:4]1[CH2:10][C:9]2[CH:11]=[C:12](/[CH:15]=[CH:16]/[C:17]([N:19]([CH3:31])[CH2:20][C:21]3[O:22][C:23]4[CH:30]=[CH:29][CH:28]=[CH:27][C:24]=4[C:25]=3[CH3:26])=[O:18])[CH:13]=[N:14][C:8]=2[NH:7][CH2:6][CH2:5]1)(=[O:3])[CH3:2].